This data is from Reaction yield outcomes from USPTO patents with 853,638 reactions. The task is: Predict the reaction yield, written as a fraction of the theoretical maximum amount of product (1.0 means a 100% yield; for example, 0.34 means a 34% yield). (1) The reactants are [K+].[N:2]1([CH2:8][CH2:9][C:10]([O-:12])=O)[CH2:7][CH2:6][O:5][CH2:4][CH2:3]1.C(OC(=O)CCN1CCOCC1)C.FC(F)(F)C(O)=O.[C:33]1([C:39]2[CH:44]=[C:43]([CH:45]3[CH2:50][CH2:49][NH:48][CH2:47][CH2:46]3)[CH:42]=[CH:41][C:40]=2[NH:51][C:52]([C:54]2[NH:55][CH:56]=[C:57]([C:59]#[N:60])[N:58]=2)=[O:53])[CH2:38][CH2:37][CH2:36][CH2:35][CH:34]=1.CCN=C=NCCCN(C)C.C1C=CC2N(O)N=NC=2C=1.CCN(C(C)C)C(C)C. The catalyst is O.CN(C=O)C. The product is [C:33]1([C:39]2[CH:44]=[C:43]([CH:45]3[CH2:46][CH2:47][N:48]([C:10](=[O:12])[CH2:9][CH2:8][N:2]4[CH2:3][CH2:4][O:5][CH2:6][CH2:7]4)[CH2:49][CH2:50]3)[CH:42]=[CH:41][C:40]=2[NH:51][C:52]([C:54]2[NH:55][CH:56]=[C:57]([C:59]#[N:60])[N:58]=2)=[O:53])[CH2:38][CH2:37][CH2:36][CH2:35][CH:34]=1. The yield is 0.0600. (2) The reactants are [NH2:1][CH2:2][CH2:3][CH2:4][CH2:5][N:6]1[C:14]2[N:9]3[C:10](=[N:15][C:16]([CH3:17])=[C:8]3[C:7]1=[O:18])[CH:11]=[CH:12][CH:13]=2.C(N(CC)CC)C.C1C=CC(N([S:33]([C:36]([F:39])([F:38])[F:37])(=[O:35])=[O:34])[S:33]([C:36]([F:39])([F:38])[F:37])(=[O:35])=[O:34])=CC=1.C(Cl)[Cl:48]. No catalyst specified. The product is [ClH:48].[CH3:17][C:16]1[N:15]=[C:10]2[CH:11]=[CH:12][CH:13]=[C:14]3[N:9]2[C:8]=1[C:7](=[O:18])[N:6]3[CH2:5][CH2:4][CH2:3][CH2:2][NH:1][S:33]([C:36]([F:39])([F:38])[F:37])(=[O:35])=[O:34]. The yield is 0.568. (3) The yield is 0.730. The product is [Cl:8][C:6]1[CH:5]=[C:4]([C:9]2([C:26]([F:28])([F:29])[F:27])[O:13][N:12]=[C:11]([C:14]3[S:18][C:17]([C:19]([NH:64][C@@H:65]4[CH2:69][CH2:68][NH:67][C:66]4=[O:70])=[O:20])=[C:16]4[CH2:22][CH2:23][CH2:24][CH2:25][C:15]=34)[CH2:10]2)[CH:3]=[C:2]([Cl:1])[CH:7]=1. The catalyst is C(Cl)Cl.O. The reactants are [Cl:1][C:2]1[CH:3]=[C:4]([C:9]2([C:26]([F:29])([F:28])[F:27])[O:13][N:12]=[C:11]([C:14]3[S:18][C:17]([C:19](O)=[O:20])=[C:16]4[CH2:22][CH2:23][CH2:24][CH2:25][C:15]=34)[CH2:10]2)[CH:5]=[C:6]([Cl:8])[CH:7]=1.CN(C(ON1N=NC2C=CC=NC1=2)=[N+](C)C)C.F[P-](F)(F)(F)(F)F.CCN(C(C)C)C(C)C.Cl.[NH2:64][C@@H:65]1[CH2:69][CH2:68][NH:67][C:66]1=[O:70]. (4) The reactants are [PH:1](=[O:4])([OH:3])[OH:2].[C:5]1(O)[CH:10]=[CH:9][CH:8]=[CH:7][CH:6]=1.[CH:12]1(N=C=N[CH:12]2[CH2:17][CH2:16][CH2:15][CH2:14][CH2:13]2)[CH2:17][CH2:16][CH2:15][CH2:14][CH2:13]1.CCOC(C)=O. The catalyst is N1C=CC=CC=1. The product is [C:5]1([O:4][PH:1](=[O:3])[O:2][C:12]2[CH:17]=[CH:16][CH:15]=[CH:14][CH:13]=2)[CH:10]=[CH:9][CH:8]=[CH:7][CH:6]=1. The yield is 0.600. (5) The reactants are C([Li])CCC.[F:6][C:7]([F:22])([F:21])[C:8]1[CH:20]=[CH:19][CH:18]=[CH:17][C:9]=1[O:10]C1CCCCO1.CN(C)CCN(C)C.CN(C)[CH:33]=[O:34]. The catalyst is C(OCC)C.O. The product is [OH:10][C:9]1[C:8]([C:7]([F:6])([F:21])[F:22])=[CH:20][CH:19]=[CH:18][C:17]=1[CH:33]=[O:34]. The yield is 0.960. (6) The reactants are N12CCCN=C1CCCCC2.[CH3:12][O:13][C:14](=[O:24])[C:15]#[C:16][C:17]1[CH:22]=[CH:21][CH:20]=[C:19]([F:23])[CH:18]=1.C1(C)C=C(C)C=C(C)C=1S([O-])(=O)=O.[NH2:38][N+:39]1[CH:44]=[CH:43][CH:42]=[C:41]([O:45][CH3:46])[N:40]=1. The catalyst is C(#N)C. The product is [CH3:12][O:13][C:14]([C:15]1[C:16]([C:17]2[CH:22]=[CH:21][CH:20]=[C:19]([F:23])[CH:18]=2)=[N:38][N:39]2[C:44]=1[CH:43]=[CH:42][C:41]([O:45][CH3:46])=[N:40]2)=[O:24]. The yield is 0.530. (7) The reactants are [CH3:1][C:2](=[O:7])[CH2:3][C:4](=[O:6])[CH3:5].B(OB=O)=O.[Cl:13][C:14]1[CH:21]=[C:20]([OH:22])[CH:19]=[CH:18][C:15]=1[CH:16]=O.C(OC)(OC)OC.C(N)CCC.Cl. The catalyst is C(OCC)(=O)C. The product is [Cl:13][C:14]1[CH:21]=[C:20]([OH:22])[CH:19]=[CH:18][C:15]=1[CH:16]=[CH:1][C:2](=[O:7])[CH2:3][C:4](=[O:6])[CH3:5]. The yield is 0.120. (8) The reactants are [Br:1][C:2]1[CH:10]=[CH:9][CH:8]=[CH:7][C:3]=1[CH2:4][CH2:5]Cl.[S:11]([O-:14])([O-:13])=[O:12].[Na+:15].[Na+].[I-].[Na+]. The catalyst is O. The product is [Br:1][C:2]1[CH:10]=[CH:9][CH:8]=[CH:7][C:3]=1[CH2:4][CH2:5][S:11]([O-:14])(=[O:13])=[O:12].[Na+:15]. The yield is 0.600. (9) The reactants are C(O)(C(F)(F)F)=O.[F:8][C:9]1[CH:10]=[C:11]([NH:20][C:21]([C@H:23]2[C:32]3[C:27](=[CH:28][C:29]([O:33][CH3:34])=[CH:30][CH:31]=3)[CH2:26][CH2:25][N:24]2[C:35]([CH:37]2[CH2:40][CH:39]([CH2:41][C:42]([O:44]C(C)(C)C)=[O:43])[CH2:38]2)=[O:36])=[O:22])[CH:12]=[C:13]([F:19])[C:14]=1[Si:15]([CH3:18])([CH3:17])[CH3:16].C(=O)([O-])O.[Na+]. No catalyst specified. The product is [F:8][C:9]1[CH:10]=[C:11]([NH:20][C:21]([C@H:23]2[C:32]3[C:27](=[CH:28][C:29]([O:33][CH3:34])=[CH:30][CH:31]=3)[CH2:26][CH2:25][N:24]2[C:35]([CH:37]2[CH2:40][CH:39]([CH2:41][C:42]([OH:44])=[O:43])[CH2:38]2)=[O:36])=[O:22])[CH:12]=[C:13]([F:19])[C:14]=1[Si:15]([CH3:17])([CH3:18])[CH3:16]. The yield is 0.656. (10) The reactants are [OH:1][C:2]1[C:11]2[C:6](=[CH:7][CH:8]=[CH:9][CH:10]=2)[CH:5]=[CH:4][C:3]=1[C:12]([OH:14])=[O:13].[C:15](OC(O[C:15]([CH3:18])([CH3:17])[CH3:16])N(C)C)([CH3:18])([CH3:17])[CH3:16]. The catalyst is C1(C)C=CC=CC=1.CCOCC. The product is [C:12]([C:3]1[CH:4]=[CH:5][C:6]2[C:11](=[CH:10][CH:9]=[CH:8][CH:7]=2)[C:2]=1[OH:1])([O:14][C:15]([CH3:18])([CH3:17])[CH3:16])=[O:13]. The yield is 0.830.